Dataset: Full USPTO retrosynthesis dataset with 1.9M reactions from patents (1976-2016). Task: Predict the reactants needed to synthesize the given product. (1) Given the product [Cl:3][C:4]1[CH:11]=[CH:10][C:7]([N:8]([CH3:9])[S:21]([C:19]2[S:20][C:16]([Cl:15])=[CH:17][CH:18]=2)(=[O:23])=[O:22])=[C:6]([N+:12]([O-:14])=[O:13])[CH:5]=1, predict the reactants needed to synthesize it. The reactants are: [H-].[Na+].[Cl:3][C:4]1[CH:11]=[CH:10][C:7]([NH:8][CH3:9])=[C:6]([N+:12]([O-:14])=[O:13])[CH:5]=1.[Cl:15][C:16]1[S:20][C:19]([S:21](Cl)(=[O:23])=[O:22])=[CH:18][CH:17]=1.O. (2) Given the product [ClH:45].[CH:3]1([C:6]2[CH:15]=[C:14]3[C:9]([C:10]([CH3:44])=[CH:11][C:12](=[O:43])[N:13]3[CH2:16][CH2:17][N:18]3[CH2:23][CH2:22][CH:21]([NH:24][CH2:32][C:33]4[CH:42]=[CH:41][C:36]5[O:37][CH2:38][CH2:39][O:40][C:35]=5[CH:34]=4)[CH2:20][CH2:19]3)=[CH:8][CH:7]=2)[CH2:5][CH2:4]1, predict the reactants needed to synthesize it. The reactants are: CO.[CH:3]1([C:6]2[CH:15]=[C:14]3[C:9]([C:10]([CH3:44])=[CH:11][C:12](=[O:43])[N:13]3[CH2:16][CH2:17][N:18]3[CH2:23][CH2:22][CH:21]([N:24]([CH2:32][C:33]4[CH:42]=[CH:41][C:36]5[O:37][CH2:38][CH2:39][O:40][C:35]=5[CH:34]=4)C(=O)OC(C)(C)C)[CH2:20][CH2:19]3)=[CH:8][CH:7]=2)[CH2:5][CH2:4]1.[ClH:45].C(OCC)(=O)C. (3) Given the product [Cl:1][C:2]1[CH:3]=[C:4]([C:9]2[CH:14]=[CH:13][C:12]([NH:26][C:25]3[CH:24]=[CH:23][C:22]([O:21][CH:18]([CH3:20])[CH3:19])=[CH:28][CH:27]=3)=[C:11]([C:16]#[N:17])[CH:10]=2)[CH:5]=[CH:6][C:7]=1[Cl:8], predict the reactants needed to synthesize it. The reactants are: [Cl:1][C:2]1[CH:3]=[C:4]([C:9]2[CH:14]=[CH:13][C:12](F)=[C:11]([C:16]#[N:17])[CH:10]=2)[CH:5]=[CH:6][C:7]=1[Cl:8].[CH:18]([O:21][C:22]1[CH:28]=[CH:27][C:25]([NH2:26])=[CH:24][CH:23]=1)([CH3:20])[CH3:19].CC([O-])(C)C.[K+]. (4) The reactants are: [C:1]([CH:3]([CH:7]1[C:11]([Cl:12])=[C:10](Cl)C(=O)O1)[C:4]([NH2:6])=[O:5])#[N:2].[Cl:15][C:16]1[CH:17]=[C:18]([CH:21]=[CH:22][CH:23]=1)[CH2:19][NH2:20].C(N(CC)CC)C. Given the product [Cl:12][C:11]1[CH:7]=[C:3]([C:4]([NH2:6])=[O:5])[C:1](=[NH:2])[N:20]([CH2:19][C:18]2[CH:21]=[CH:22][CH:23]=[C:16]([Cl:15])[CH:17]=2)[CH:10]=1, predict the reactants needed to synthesize it.